Dataset: Full USPTO retrosynthesis dataset with 1.9M reactions from patents (1976-2016). Task: Predict the reactants needed to synthesize the given product. (1) Given the product [CH2:1]([O:8][C:9]([CH:12]1[O:25][CH2:24][C:23]2[C:22]3[C:21]([CH3:26])=[CH:20][CH:19]=[CH:18][C:17]=3[C:16](=[O:15])[NH:30][C:14]=2[CH2:13]1)([CH3:11])[CH3:10])[C:2]1[CH:7]=[CH:6][CH:5]=[CH:4][CH:3]=1, predict the reactants needed to synthesize it. The reactants are: [CH2:1]([O:8][C:9]([CH:12]1[O:25][CH2:24][C:23]2[C:22]3[C:21]([CH3:26])=[CH:20][CH:19]=[CH:18][C:17]=3[C:16](=O)[O:15][C:14]=2[CH2:13]1)([CH3:11])[CH3:10])[C:2]1[CH:7]=[CH:6][CH:5]=[CH:4][CH:3]=1.CO.[NH3:30]. (2) Given the product [CH2:1]([O:8][C:9]1[C:10]([CH3:18])=[C:11]([CH2:12][OH:13])[CH:15]=[CH:16][CH:17]=1)[C:2]1[CH:3]=[CH:4][CH:5]=[CH:6][CH:7]=1, predict the reactants needed to synthesize it. The reactants are: [CH2:1]([O:8][C:9]1[C:10]([CH3:18])=[C:11]([CH:15]=[CH:16][CH:17]=1)[C:12](O)=[O:13])[C:2]1[CH:7]=[CH:6][CH:5]=[CH:4][CH:3]=1.[H-].[Al+3].[Li+].[H-].[H-].[H-].O.O.O.O.O.O.O.O.O.O.S([O-])([O-])(=O)=O.[Na+].[Na+]. (3) The reactants are: [O:1]1[CH2:6][CH2:5][CH:4]([CH:7]2[CH2:19][C:18]3[C:17]4[C:12](=[CH:13][CH:14]=[C:15]([C:20](O)=[O:21])[CH:16]=4)[NH:11][C:10]=3[CH2:9][CH2:8]2)[CH2:3][CH2:2]1.[CH2:23]([NH:25][C:26](=[O:31])[CH2:27][NH:28][CH2:29][CH3:30])[CH3:24].C(N(C(C)C)C(C)C)C.CN(C(ON1N=NC2C=CC=NC1=2)=[N+](C)C)C.F[P-](F)(F)(F)(F)F. Given the product [CH2:29]([N:28]([CH2:27][C:26]([NH:25][CH2:23][CH3:24])=[O:31])[C:20]([C:15]1[CH:16]=[C:17]2[C:12](=[CH:13][CH:14]=1)[NH:11][C:10]1[CH2:9][CH2:8][CH:7]([CH:4]3[CH2:5][CH2:6][O:1][CH2:2][CH2:3]3)[CH2:19][C:18]2=1)=[O:21])[CH3:30], predict the reactants needed to synthesize it.